Dataset: Reaction yield outcomes from USPTO patents with 853,638 reactions. Task: Predict the reaction yield, written as a fraction of the theoretical maximum amount of product (1.0 means a 100% yield; for example, 0.34 means a 34% yield). (1) The product is [CH:2]([C:3]1[N:4]=[C:5]([NH:8][C:9](=[O:13])[O:10][CH2:11][CH3:12])[S:6][CH:7]=1)=[O:1]. The reactants are [OH:1][CH2:2][C:3]1[N:4]=[C:5]([NH:8][C:9](=[O:13])[O:10][CH2:11][CH3:12])[S:6][CH:7]=1. The catalyst is C(Cl)(Cl)Cl.CO.[O-2].[Mn+4].[O-2]. The yield is 1.06. (2) The reactants are Br[C:2]1[CH:7]=[CH:6][C:5]([C:8]2[N:12]([CH2:13][C@@H:14]3[CH2:18][CH2:17][N:16]([C:19]([CH:21]4[CH2:23][CH2:22]4)=[O:20])[CH2:15]3)[CH:11]=[N:10][N:9]=2)=[C:4]([F:24])[CH:3]=1.[CH3:25][C:26]1[CH:27]=[C:28](B(O)O)[CH:29]=[CH:30][C:31]=1[O:32][CH3:33]. The catalyst is O1CCOCC1.C([O-])([O-])=O.[K+].[K+].CCOC(C)=O.C1C=CC(P(C2C=CC=CC=2)[C-]2C=CC=C2)=CC=1.C1C=CC(P(C2C=CC=CC=2)[C-]2C=CC=C2)=CC=1.Cl[Pd]Cl.[Fe+2]. The product is [CH:21]1([C:19]([N:16]2[CH2:17][CH2:18][C@@H:14]([CH2:13][N:12]3[CH:11]=[N:10][N:9]=[C:8]3[C:5]3[CH:6]=[CH:7][C:2]([C:28]4[CH:29]=[CH:30][C:31]([O:32][CH3:33])=[C:26]([CH3:25])[CH:27]=4)=[CH:3][C:4]=3[F:24])[CH2:15]2)=[O:20])[CH2:23][CH2:22]1. The yield is 0.330. (3) The reactants are [F:1][C:2]1[CH:11]=[CH:10][C:9]2[N:8]=[CH:7][C:6](=[O:12])[N:5]3[CH2:13][C@@H:14]([NH:15][CH2:16][CH2:17][CH2:18][C@@H:19]4[O:23][C:22](=[O:24])[N:21]([C:25]5[CH:26]=[CH:27][C:28]6[S:33][CH2:32][C:31](=[O:34])[NH:30][C:29]=6[CH:35]=5)[CH2:20]4)[C:3]=1[C:4]=23.[BH4-].[Na+]. The catalyst is C(Cl)Cl.CO. The product is [F:1][C:2]1[CH:11]=[CH:10][C:9]2[NH:8][CH2:7][C:6](=[O:12])[N:5]3[CH2:13][C@@H:14]([NH:15][CH2:16][CH2:17][CH2:18][C@@H:19]4[O:23][C:22](=[O:24])[N:21]([C:25]5[CH:26]=[CH:27][C:28]6[S:33][CH2:32][C:31](=[O:34])[NH:30][C:29]=6[CH:35]=5)[CH2:20]4)[C:3]=1[C:4]=23. The yield is 0.690.